Predict the reaction yield, written as a fraction of the theoretical maximum amount of product (1.0 means a 100% yield; for example, 0.34 means a 34% yield). From a dataset of Reaction yield outcomes from USPTO patents with 853,638 reactions. (1) The reactants are [CH2:1]([C:5]1([CH2:30][CH2:31][CH2:32][CH3:33])[C:14]2[C:9](=[CH:10][CH:11]=[CH:12][CH:13]=2)[C:8]([OH:15])=[C:7]([C:16]2[NH:21][C:20]3[CH:22]=[CH:23][C:24]([OH:26])=[CH:25][C:19]=3[S:18](=[O:28])(=[O:27])[N:17]=2)[C:6]1=[O:29])[CH2:2][CH2:3][CH3:4].Br[CH2:35][C:36]([NH2:38])=[O:37].C(=O)([O-])[O-].[Cs+].[Cs+].[Cl-].[NH4+]. The catalyst is [I-].C([N+](CCCC)(CCCC)CCCC)CCC.CN(C)C=O.C(OCC)(=O)C. The product is [CH2:1]([C:5]1([CH2:30][CH2:31][CH2:32][CH3:33])[C:14]2[C:9](=[CH:10][CH:11]=[CH:12][CH:13]=2)[C:8]([OH:15])=[C:7]([C:16]2[NH:21][C:20]3[CH:22]=[CH:23][C:24]([O:26][CH2:35][C:36]([NH2:38])=[O:37])=[CH:25][C:19]=3[S:18](=[O:28])(=[O:27])[N:17]=2)[C:6]1=[O:29])[CH2:2][CH2:3][CH3:4]. The yield is 0.760. (2) The reactants are [Cl:1][C:2]1[CH:3]=[C:4]([C:9]([N:11]2[CH2:16][CH2:15][CH2:14][CH:13]([CH2:17][CH2:18][CH3:19])[CH2:12]2)=[O:10])[CH:5]=[N:6][C:7]=1Cl.[NH2:20][C:21]1[CH:22]=[N:23][C:24]([CH3:27])=[CH:25][CH:26]=1.C1C=CC(P(C2C(C3C(P(C4C=CC=CC=4)C4C=CC=CC=4)=CC=C4C=3C=CC=C4)=C3C(C=CC=C3)=CC=2)C2C=CC=CC=2)=CC=1.C(=O)([O-])[O-].[K+].[K+]. The catalyst is C1(C)C=CC=CC=1.CC([O-])=O.CC([O-])=O.[Pd+2].CCOC(C)=O. The product is [Cl:1][C:2]1[CH:3]=[C:4]([C:9]([N:11]2[CH2:16][CH2:15][CH2:14][CH:13]([CH2:17][CH2:18][CH3:19])[CH2:12]2)=[O:10])[CH:5]=[N:6][C:7]=1[NH:20][C:21]1[CH:22]=[N:23][C:24]([CH3:27])=[CH:25][CH:26]=1. The yield is 0.230.